Dataset: Forward reaction prediction with 1.9M reactions from USPTO patents (1976-2016). Task: Predict the product of the given reaction. (1) The product is: [CH:14]1[CH:13]=[CH:12][C:11]([NH:10][C:8]([CH2:7][CH2:6][CH2:5][CH2:4][CH2:3][CH2:2][C:1]([NH:32][OH:33])=[O:18])=[O:9])=[CH:16][CH:15]=1. Given the reactants [C:1]([OH:18])(=O)[CH2:2][CH2:3][CH2:4][CH2:5][CH2:6][CH2:7][C:8]([NH:10][C:11]1[CH:16]=[CH:15][CH:14]=[CH:13][CH:12]=1)=[O:9].C1N=CN(C(N2C=NC=C2)=O)C=1.Cl.[NH2:32][OH:33], predict the reaction product. (2) Given the reactants [CH3:1][N:2]1[CH2:7][CH2:6][NH:5][CH2:4][CH2:3]1.C(=O)([O-])[O-].[K+].[K+].Cl[C:15]1[C:20]([CH:21]=[O:22])=[CH:19][CH:18]=[CH:17][N:16]=1, predict the reaction product. The product is: [CH3:1][N:2]1[CH2:7][CH2:6][N:5]([C:15]2[C:20]([CH:21]=[O:22])=[CH:19][CH:18]=[CH:17][N:16]=2)[CH2:4][CH2:3]1. (3) Given the reactants Cl[C:2]1[C:11]2=[N:12][N:13](CC3C=CC(OC)=CC=3)[CH:14]=[C:10]2[C:9]2[CH:8]=[C:7]([O:24][CH3:25])[CH:6]=[CH:5][C:4]=2[N:3]=1.[F:26][C:27]1[CH:28]=[C:29]([CH:31]=[C:32]([F:35])[C:33]=1[F:34])[NH2:30].Cl, predict the reaction product. The product is: [CH3:25][O:24][C:7]1[CH:6]=[CH:5][C:4]2[N:3]=[C:2]([NH:30][C:29]3[CH:28]=[C:27]([F:26])[C:33]([F:34])=[C:32]([F:35])[CH:31]=3)[C:11]3=[N:12][NH:13][CH:14]=[C:10]3[C:9]=2[CH:8]=1. (4) Given the reactants [CH2:1]([O:8][C:9]([N:11]1[CH2:16][CH:15]([O:17][CH2:18][C:19]2[CH:20]=[CH:21][C:22]3[O:27][CH2:26][CH2:25][N:24]([CH2:28][CH2:29][CH2:30][O:31][CH3:32])[C:23]=3[CH:33]=2)[CH:14]([C:34]2[CH:39]=[CH:38][C:37]([O:40][CH:41]3[CH2:45][CH2:44][N:43]([C:46]4[CH:51]=[CH:50][CH:49]=[C:48]([F:52])[CH:47]=4)[CH2:42]3)=[CH:36][CH:35]=2)[CH:13](OS(C)(=O)=O)[CH2:12]1)=[O:10])[C:2]1[CH:7]=[CH:6][CH:5]=[CH:4][CH:3]=1.[N-:58]=[N+:59]=[N-:60].[Na+], predict the reaction product. The product is: [CH2:1]([O:8][C:9]([N:11]1[CH2:16][CH:15]([O:17][CH2:18][C:19]2[CH:20]=[CH:21][C:22]3[O:27][CH2:26][CH2:25][N:24]([CH2:28][CH2:29][CH2:30][O:31][CH3:32])[C:23]=3[CH:33]=2)[CH:14]([C:34]2[CH:39]=[CH:38][C:37]([O:40][CH:41]3[CH2:45][CH2:44][N:43]([C:46]4[CH:51]=[CH:50][CH:49]=[C:48]([F:52])[CH:47]=4)[CH2:42]3)=[CH:36][CH:35]=2)[C@@H:13]([N:58]=[N+:59]=[N-:60])[CH2:12]1)=[O:10])[C:2]1[CH:7]=[CH:6][CH:5]=[CH:4][CH:3]=1.